From a dataset of Full USPTO retrosynthesis dataset with 1.9M reactions from patents (1976-2016). Predict the reactants needed to synthesize the given product. (1) Given the product [C:21]([O:20][C:18]([N:14]1[CH2:13][C:12]2[CH:25]=[C:8]([C:5]3[CH:4]=[CH:3][C:2]([Cl:1])=[N+:7]([O-:34])[CH:6]=3)[CH:9]=[CH:10][C:11]=2[O:17][CH2:16][CH2:15]1)=[O:19])([CH3:22])([CH3:24])[CH3:23], predict the reactants needed to synthesize it. The reactants are: [Cl:1][C:2]1[N:7]=[CH:6][C:5]([C:8]2[CH:9]=[CH:10][C:11]3[O:17][CH2:16][CH2:15][N:14]([C:18]([O:20][C:21]([CH3:24])([CH3:23])[CH3:22])=[O:19])[CH2:13][C:12]=3[CH:25]=2)=[CH:4][CH:3]=1.C1C=C(Cl)C=C(C(OO)=[O:34])C=1. (2) Given the product [CH3:9][C:10]1[S:14][C:13]([CH:15]=[N:3][OH:2])=[CH:12][CH:11]=1, predict the reactants needed to synthesize it. The reactants are: Cl.[OH:2][NH2:3].CC([O-])=O.[Na+].[CH3:9][C:10]1[S:14][C:13]([CH:15]=O)=[CH:12][CH:11]=1. (3) Given the product [C:1]([O:5][CH:6]([C:12]1[C:16]([C:17]2[CH:18]=[CH:19][C:20]3[O:25][CH2:24][CH2:23][CH2:22][C:21]=3[CH:26]=2)=[C:15]([C:34]2[CH:33]=[CH:32][N:31]=[C:30]([CH3:29])[CH:35]=2)[S:14][C:13]=1[CH3:28])[C:7]([O:9][CH2:10][CH3:11])=[O:8])([CH3:4])([CH3:3])[CH3:2], predict the reactants needed to synthesize it. The reactants are: [C:1]([O:5][CH:6]([C:12]1[C:16]([C:17]2[CH:18]=[CH:19][C:20]3[O:25][CH2:24][CH2:23][CH2:22][C:21]=3[CH:26]=2)=[C:15](Cl)[S:14][C:13]=1[CH3:28])[C:7]([O:9][CH2:10][CH3:11])=[O:8])([CH3:4])([CH3:3])[CH3:2].[CH3:29][C:30]1[CH:35]=[C:34](B2OC(C)(C)C(C)(C)O2)[CH:33]=[CH:32][N:31]=1.C(=O)([O-])[O-].[K+].[K+].